This data is from Forward reaction prediction with 1.9M reactions from USPTO patents (1976-2016). The task is: Predict the product of the given reaction. Given the reactants [Cl:1][C:2]1[CH:10]=[CH:9][CH:8]=[C:7]([F:11])[C:3]=1[C:4]([OH:6])=O.[F:12][C:13]1[CH:18]=[CH:17][C:16]([CH:19]([C:22]2[CH:23]=[N:24][C:25]([C:28]([F:31])([F:30])[F:29])=[CH:26][CH:27]=2)[CH2:20][NH2:21])=[CH:15][CH:14]=1, predict the reaction product. The product is: [Cl:1][C:2]1[CH:10]=[CH:9][CH:8]=[C:7]([F:11])[C:3]=1[C:4]([NH:21][CH2:20][CH:19]([C:16]1[CH:15]=[CH:14][C:13]([F:12])=[CH:18][CH:17]=1)[C:22]1[CH:23]=[N:24][C:25]([C:28]([F:31])([F:29])[F:30])=[CH:26][CH:27]=1)=[O:6].